This data is from Drug-target binding data from BindingDB using Kd measurements. The task is: Regression. Given a target protein amino acid sequence and a drug SMILES string, predict the binding affinity score between them. We predict pKd (pKd = -log10(Kd in M); higher means stronger binding). Dataset: bindingdb_kd. (1) The target protein sequence is MAELKLGYKASAEQFAPRELVELAVAAEAHGMDSATVSDAFQPWRHQGGHAPFSLSWMTAVGERTNRLLLGTSVLTPTFRYNPAVIAQAFATMGCLYPNRVFLGVGTGQALNEIATGYEGAWPEFKERFARLRESVGLMRQLWSGDRVDFDGDYYRLKGASIYDVPDGGVPVYIAAGGPAVAKYAGRAGDGFICTSGKGEELYTEKLMPAVREGAAAADRSVDGIDKMIEIKISYDPDPELALNNTRFWAPLSLTAEQKHSIDDPIEMEKAADALPIEQIAKRWIVASDPDEAVEKVGQYVTWGLNHLVFHAPGHDQRRFLELFQSDLAPRLRRLG. The compound is C[C@H](OP(=O)(O)OC[C@@H](O)[C@@H](O)[C@@H](O)Cn1c2cc(=O)ccc-2cc2c(=O)[nH]c(=O)[nH]c21)C(=O)N[C@@H](CCC(=O)N[C@@H](CCC(=O)O)C(=O)O)C(=O)O. The pKd is 6.8. (2) The compound is NS(=O)(=O)c1c(F)c(F)c(SCCO)c(F)c1F. The target protein (P00916) has sequence MASPDWGYDDKNGPEQWSKLYPIANGNNQSPVDIKTSEAKHDTSLKPISVSYNPATAKEIINVGHSFHVNFEDNDNRSVLKGGPFSDSYRLFQFHFHWGSSNEYGSEHTVDGVKYSSELHIVHWNSAKYSSLAEAVSKADGLAVIGVLMKVGEANPKLQKVLDALHAIKTKGKRAPFTNFDPSTLLPSSLDFWTYSGSLTHPPLYESVTWIICKESISVSSEQLAQFRSLLSNVEGSNPVPIQRNNRPTQPLKGRTVRASF. The pKd is 8.6. (3) The target protein (P11166) has sequence MEPSSKKLTGRLMLAVGGAVLGSLQFGYNTGVINAPQKVIEEFYNQTWVHRYGESILPTTLTTLWSLSVAIFSVGGMIGSFSVGLFVNRFGRRNSMLMMNLLAFVSAVLMGFSKLGKSFEMLILGRFIIGVYCGLTTGFVPMYVGEVSPTALRGALGTLHQLGIVVGILIAQVFGLDSIMGNKDLWPLLLSIIFIPALLQCIVLPFCPESPRFLLINRNEENRAKSVLKKLRGTADVTHDLQEMKEESRQMMREKKVTILELFRSPAYRQPILIAVVLQLSQQLSGINAVFYYSTSIFEKAGVQQPVYATIGSGIVNTAFTVVSLFVVERAGRRTLHLIGLAGMAGCAILMTIALALLEQLPWMSYLSIVAIFGFVAFFEVGPGPIPWFIVAELFSQGPRPAAIAVAGFSNWTSNFIVGMCFQYVEQLCGPYVFIIFTVLLVLFFIFTYFKVPETKGRTFDEIASGFRQGGASQSDKTPEELFHPLGADSQV. The pKd is 6.0. The drug is C=C[C@@]1(C)CC(=O)[C@@]2(O)[C@](C)(O1)[C@@H](OC(=O)NCCNC(=O)CCc1ccc(O)cc1)[C@@H](O)[C@H]1C(C)(C)CC[C@H](O)[C@@]12C.